From a dataset of Forward reaction prediction with 1.9M reactions from USPTO patents (1976-2016). Predict the product of the given reaction. (1) Given the reactants C(N(CC)CC)C.O[CH:9]1[CH2:14][CH2:13][CH2:12][CH2:11][C:10]1=[O:15].[C:16](#[N:20])[CH2:17][C:18]#[N:19], predict the reaction product. The product is: [NH2:20][C:16]1[O:15][C:10]2[CH2:11][CH2:12][CH2:13][CH2:14][C:9]=2[C:17]=1[C:18]#[N:19]. (2) Given the reactants [C:1]([C:9]1[CH:17]=[CH:16][C:12]([C:13]([OH:15])=O)=[CH:11][CH:10]=1)(=[O:8])[C:2]1[CH:7]=[CH:6][CH:5]=[CH:4][CH:3]=1.[CH3:18][O:19][C:20]1[CH:29]=[CH:28][C:27]([N:30]2[CH2:35][CH2:34][N:33]([CH3:36])[CH2:32][CH2:31]2)=[C:26]2[C:21]=1[CH2:22][CH2:23][NH:24][CH2:25]2.C(N(CC)CC)C.CN(C(ON1N=NC2C=CC=NC1=2)=[N+](C)C)C.F[P-](F)(F)(F)(F)F.C(=O)([O-])[O-].[K+].[K+], predict the reaction product. The product is: [C:1]([C:9]1[CH:10]=[CH:11][C:12]([C:13]([N:24]2[CH2:23][CH2:22][C:21]3[C:26](=[C:27]([N:30]4[CH2:35][CH2:34][N:33]([CH3:36])[CH2:32][CH2:31]4)[CH:28]=[CH:29][C:20]=3[O:19][CH3:18])[CH2:25]2)=[O:15])=[CH:16][CH:17]=1)(=[O:8])[C:2]1[CH:3]=[CH:4][CH:5]=[CH:6][CH:7]=1. (3) The product is: [Br:15][C:12]1[S:11][C:10]([NH:9][C:8]([NH:24][CH2:23][C:21]2[O:22][C:18]([CH3:17])=[CH:19][CH:20]=2)=[O:16])=[N:14][CH:13]=1. Given the reactants C1(O[C:8](=[O:16])[NH:9][C:10]2[S:11][C:12]([Br:15])=[CH:13][N:14]=2)C=CC=CC=1.[CH3:17][C:18]1[O:22][C:21]([CH2:23][NH2:24])=[CH:20][CH:19]=1.C(N(CC)CC)C, predict the reaction product. (4) Given the reactants [CH3:1][C:2]1[CH:7]=[C:6]([CH3:8])[C:5]([CH3:9])=[CH:4][C:3]=1B(O)O.I[C:14]1[N:19]=[C:18]([NH2:20])[N:17]=[C:16]([NH:21][CH3:22])[CH:15]=1, predict the reaction product. The product is: [CH3:22][NH:21][C:16]1[CH:15]=[C:14]([C:3]2[CH:4]=[C:5]([CH3:9])[C:6]([CH3:8])=[CH:7][C:2]=2[CH3:1])[N:19]=[C:18]([NH2:20])[N:17]=1. (5) Given the reactants C(=O)([O-])[O-].[Na+].[Na+].[Cl:7][C:8]1[CH:9]=[CH:10][C:11]2[O:16][C:15](=[O:17])[NH:14][C:13](=[O:18])[C:12]=2[CH:19]=1.[CH2:20]([O:22][C:23](=[O:32])[CH2:24][CH2:25][CH2:26][CH2:27][CH2:28][CH2:29][CH2:30]Br)[CH3:21], predict the reaction product. The product is: [Cl:7][C:8]1[CH:9]=[CH:10][C:11]2[O:16][C:15](=[O:17])[N:14]([CH2:30][CH2:29][CH2:28][CH2:27][CH2:26][CH2:25][CH2:24][C:23]([O:22][CH2:20][CH3:21])=[O:32])[C:13](=[O:18])[C:12]=2[CH:19]=1.